Dataset: Forward reaction prediction with 1.9M reactions from USPTO patents (1976-2016). Task: Predict the product of the given reaction. Given the reactants [F:1][C:2]1[CH:3]=[C:4]2[C:9](=[CH:10][C:11]=1[O:12][CH3:13])[N:8]=[C:7]([CH3:14])[CH:6]=[CH:5]2.[Se](=O)=[O:16], predict the reaction product. The product is: [F:1][C:2]1[CH:3]=[C:4]2[C:9](=[CH:10][C:11]=1[O:12][CH3:13])[N:8]=[C:7]([CH:14]=[O:16])[CH:6]=[CH:5]2.